This data is from Forward reaction prediction with 1.9M reactions from USPTO patents (1976-2016). The task is: Predict the product of the given reaction. (1) Given the reactants C(P1(=O)OP(CCC)(=O)OP(CCC)(=O)O1)CC.CN(C=O)C.[C:24]([OH:28])(=O)[C:25]#[CH:26].[F:29][C:30]([F:41])([F:40])[O:31][C:32]1[CH:33]=[C:34]([CH2:38][NH2:39])[CH:35]=[CH:36][CH:37]=1, predict the reaction product. The product is: [F:29][C:30]([F:40])([F:41])[O:31][C:32]1[CH:33]=[C:34]([CH:35]=[CH:36][CH:37]=1)[CH2:38][NH:39][C:24](=[O:28])[C:25]#[CH:26]. (2) Given the reactants C[C:2]1([C:10]2([C:23]3(C)[CH:28]=[CH:27][C:26](C)=[CH:25][CH:24]3N)[C:19]3[C:14](=[CH:15][C:16](N(C)C)=[CH:17][CH:18]=3)C(=O)O2)[CH:7]=[CH:6][C:5](C)=[CH:4][CH:3]1N.CC1(C2(C3(C)C=CC(C)=CC3N)C3C(=CC=CC=3)C(=O)O2)C=CC(C)=CC1N, predict the reaction product. The product is: [C:2]1([CH:10]([C:19]2[CH:18]=[CH:17][CH:16]=[CH:15][CH:14]=2)[C:23]2[CH:24]=[CH:25][CH:26]=[CH:27][CH:28]=2)[CH:3]=[CH:4][CH:5]=[CH:6][CH:7]=1. (3) Given the reactants N(C(OC(C)(C)C)=O)=NC([O-])=O.[OH:13][C:14]1[CH:23]=[C:22]([O:24][CH3:25])[CH:21]=[C:20]2[C:15]=1[C:16](=[O:34])[N:17]([CH2:26][O:27][C:28](=[O:33])[C:29]([CH3:32])([CH3:31])[CH3:30])[CH:18]=[N:19]2.C1(P(C2C=CC=CC=2)C2C=CC=CC=2)C=CC=CC=1.O[CH:55]1[CH2:60][CH2:59][N:58]([CH3:61])[CH2:57][CH2:56]1, predict the reaction product. The product is: [CH3:25][O:24][C:22]1[CH:21]=[C:20]2[C:15]([C:16](=[O:34])[N:17]([CH2:26][O:27][C:28](=[O:33])[C:29]([CH3:31])([CH3:30])[CH3:32])[CH:18]=[N:19]2)=[C:14]([O:13][CH:55]2[CH2:60][CH2:59][N:58]([CH3:61])[CH2:57][CH2:56]2)[CH:23]=1.